Dataset: Full USPTO retrosynthesis dataset with 1.9M reactions from patents (1976-2016). Task: Predict the reactants needed to synthesize the given product. (1) Given the product [C:20]([NH:24][C:16](=[O:18])[C:15]([NH:14][C:5]1[CH:6]=[CH:7][C:8]([C:9]2[O:13][CH:12]=[N:11][CH:10]=2)=[C:3]([O:2][CH3:1])[CH:4]=1)=[O:19])([CH3:23])([CH3:22])[CH3:21], predict the reactants needed to synthesize it. The reactants are: [CH3:1][O:2][C:3]1[CH:4]=[C:5]([NH:14][C:15](=[O:19])[C:16]([OH:18])=O)[CH:6]=[CH:7][C:8]=1[C:9]1[O:13][CH:12]=[N:11][CH:10]=1.[C:20]([NH2:24])([CH3:23])([CH3:22])[CH3:21].Cl.CN(C)CCCN=C=NCC.ON1C2N=CC=CC=2N=N1. (2) Given the product [F:11][C:8]1[CH:9]=[CH:10][C:5]2[CH2:4][C:22]3[C:17]([C:6]=2[C:7]=1[F:12])=[C:18]([F:26])[C:19]([CH2:23][CH2:24][CH3:25])=[CH:20][CH:21]=3, predict the reactants needed to synthesize it. The reactants are: C(N(CC)[C:4](=O)[C:5]1[CH:10]=[CH:9][C:8]([F:11])=[C:7]([F:12])[CH:6]=1)C.Br[C:17]1[CH:22]=[CH:21][CH:20]=[C:19]([CH2:23][CH2:24][CH3:25])[C:18]=1[F:26].BrC1C=CC=CC=1F.[Li+].CC([N-]C(C)C)C.BrC1C(F)=C(C=CC=1)C=O.CC(C)([O-])C.[K+].BrC1C=CC=C(F)C=1F. (3) The reactants are: [CH2:1]([N:3]([CH2:7][CH3:8])[CH2:4][CH2:5][NH2:6])[CH3:2].C[Al](C)C.CCCCCCC.[I:20][C:21]1[CH:22]=[C:23]2[C:28](=[CH:29][CH:30]=1)[NH:27][C:26]([C:31](OC)=[O:32])=[CH:25][C:24]2=[O:35].N1C2C(=CC=CC=2)C=CC=1. Given the product [CH2:1]([N:3]([CH2:7][CH3:8])[CH2:4][CH2:5][NH:6][C:31]([C:26]1[NH:27][C:28]2[C:23]([C:24](=[O:35])[CH:25]=1)=[CH:22][C:21]([I:20])=[CH:30][CH:29]=2)=[O:32])[CH3:2], predict the reactants needed to synthesize it. (4) Given the product [CH3:34][O:33][CH2:30][C:31]1[N:1]([C:2]2[CH:3]=[CH:4][C:5]([N+:12]([O-:14])=[O:13])=[C:6]([NH2:8])[CH:7]=2)[CH:35]=[CH:28][CH:32]=1, predict the reactants needed to synthesize it. The reactants are: [NH2:1][C:2]1[CH:3]=[CH:4][C:5]([N+:12]([O-:14])=[O:13])=[C:6]([NH:8]C(=O)C)[CH:7]=1.ClC1C=CC([N+]([O-])=O)=C(C=1)N.CO[C:28]1([CH2:35]OC)[CH2:32][CH2:31][CH:30]([O:33][CH3:34])O1. (5) Given the product [ClH:36].[C:2]12([CH2:12][CH2:13][N:14]([CH2:22][CH2:23][CH2:24][CH2:25][CH3:26])[C:15]([C@H:17]3[CH2:21][CH2:20][CH2:19][N:18]3[CH2:37][CH2:38][C:39]3[CH:44]=[CH:43][N:42]=[CH:41][CH:40]=3)=[O:16])[CH2:9][CH:8]3[CH2:10][CH:4]([CH2:5][CH:6]([CH2:7]3)[CH2:11]1)[CH2:3]2, predict the reactants needed to synthesize it. The reactants are: Cl.[C:2]12([CH2:12][CH2:13][N:14]([CH2:22][CH2:23][CH2:24][CH2:25][CH3:26])[C:15]([C@H:17]3[CH2:21][CH2:20][CH2:19][NH:18]3)=[O:16])[CH2:11][CH:6]3[CH2:7][CH:8]([CH2:10][CH:4]([CH2:5]3)[CH2:3]1)[CH2:9]2.C(=O)([O-])[O-].[K+].[K+].CI.Cl.[Cl:36][CH2:37][CH2:38][C:39]1[CH:44]=[CH:43][N:42]=[CH:41][CH:40]=1.[OH-].[Na+]. (6) Given the product [Br:1][C:2]1[CH:7]=[CH:6][C:5]([O:8][CH:15]([CH3:17])[CH3:16])=[C:4]([O:9][C:10]([F:11])([F:12])[F:13])[CH:3]=1, predict the reactants needed to synthesize it. The reactants are: [Br:1][C:2]1[CH:7]=[CH:6][C:5]([OH:8])=[C:4]([O:9][C:10]([F:13])([F:12])[F:11])[CH:3]=1.Br[CH:15]([CH3:17])[CH3:16].[OH-].[Na+].O.